This data is from Forward reaction prediction with 1.9M reactions from USPTO patents (1976-2016). The task is: Predict the product of the given reaction. (1) Given the reactants C(O)=O.[NH2:4][C:5]1[N:10]=[CH:9][N:8]=[C:7]2[N:11]([CH:22]([C:24]3[O:25][C:26](=[O:46])[C:27]4[C:32]([C:33]=3[C:34]3[CH:39]=[CH:38][CH:37]=[C:36]([CH2:40][CH2:41][CH2:42][N:43]([CH3:45])[CH3:44])[CH:35]=3)=[CH:31][CH:30]=[CH:29][CH:28]=4)[CH3:23])[N:12]=[C:13]([C:14]3[CH:19]=[C:18]([OH:20])[CH:17]=[C:16]([F:21])[CH:15]=3)[C:6]=12.C(O)C.CO, predict the reaction product. The product is: [NH2:4][C:5]1[N:10]=[CH:9][N:8]=[C:7]2[N:11]([CH:22]([C:24]3[O:25][C:26](=[O:46])[C:27]4[C:32]([C:33]=3[C:34]3[CH:39]=[CH:38][CH:37]=[C:36]([CH2:40][CH2:41][CH2:42][N:43]([CH3:44])[CH3:45])[CH:35]=3)=[CH:31][CH:30]=[CH:29][CH:28]=4)[CH3:23])[N:12]=[C:13]([C:14]3[CH:19]=[C:18]([OH:20])[CH:17]=[C:16]([F:21])[CH:15]=3)[C:6]=12. (2) Given the reactants [CH3:1][O:2][C:3]1[CH:8]=[CH:7][C:6]([CH2:9][C:10](Cl)=O)=[CH:5][CH:4]=1.[NH2:13][NH:14][C:15]([NH2:17])=[S:16], predict the reaction product. The product is: [CH3:1][O:2][C:3]1[CH:8]=[CH:7][C:6]([CH2:9][C:10]2[S:16][C:15]([NH2:17])=[N:14][N:13]=2)=[CH:5][CH:4]=1. (3) Given the reactants [F:1][C:2]1[CH:7]=[CH:6][C:5]([O:8][CH3:9])=[CH:4][C:3]=1/[CH:10]=[C:11](\[SH:15])/[C:12]([OH:14])=[O:13].II.S(S([O-])=O)([O-])(=O)=O.[Na+].[Na+].CCOCC, predict the reaction product. The product is: [F:1][C:2]1[C:3]2[CH:10]=[C:11]([C:12]([OH:14])=[O:13])[S:15][C:4]=2[C:5]([O:8][CH3:9])=[CH:6][CH:7]=1. (4) Given the reactants [OH-].[Na+].C([O:10][C:11]1[CH:47]=[CH:46][C:45]([O:48][CH:49]2[CH2:54][CH2:53][N:52]([C:55]([O:57][C:58]([CH3:61])([CH3:60])[CH3:59])=[O:56])[CH2:51][CH2:50]2)=[CH:44][C:12]=1[C:13]([NH:15][C:16]1[CH:37]=[C:36]([C:38]2[CH:43]=[CH:42][CH:41]=[CH:40][CH:39]=2)[CH:35]=[CH:34][C:17]=1[C:18]([O:20]C1CCN(C(OC(C)(C)C)=O)CC1)=[O:19])=[O:14])C1C=CC=CC=1, predict the reaction product. The product is: [C:58]([O:57][C:55]([N:52]1[CH2:53][CH2:54][CH:49]([O:48][C:45]2[CH:46]=[CH:47][C:11]([OH:10])=[C:12]([CH:44]=2)[C:13]([NH:15][C:16]2[CH:37]=[C:36]([C:38]3[CH:39]=[CH:40][CH:41]=[CH:42][CH:43]=3)[CH:35]=[CH:34][C:17]=2[C:18]([OH:20])=[O:19])=[O:14])[CH2:50][CH2:51]1)=[O:56])([CH3:61])([CH3:59])[CH3:60].